This data is from Reaction yield outcomes from USPTO patents with 853,638 reactions. The task is: Predict the reaction yield, written as a fraction of the theoretical maximum amount of product (1.0 means a 100% yield; for example, 0.34 means a 34% yield). The reactants are IC1C2C(=NC3C(C=2)=CC=CC=3)C(C(OC)=O)=CC=1.[I:20][C:21]1[CH:34]=[CH:33][CH:32]=[C:31]2[C:22]=1[NH:23][C:24]1[C:25]([C:35]([O:37][CH3:38])=[O:36])=[CH:26][CH:27]=[CH:28][C:29]=1[CH2:30]2. No catalyst specified. The product is [I:20][C:21]1[CH:34]=[CH:33][CH:32]=[C:31]2[C:22]=1[N:23]=[C:24]1[C:29](=[CH:30]2)[CH:28]=[CH:27][CH:26]=[C:25]1[C:35]([O:37][CH3:38])=[O:36]. The yield is 0.970.